Dataset: Catalyst prediction with 721,799 reactions and 888 catalyst types from USPTO. Task: Predict which catalyst facilitates the given reaction. (1) Product: [N:1]1([C:6]2[CH:7]=[CH:8][C:9]([NH:12][N:13]=[CH:20][C:19]3[CH:22]=[C:15]([I:14])[C:16]([OH:25])=[C:17]([O:23][CH3:24])[CH:18]=3)=[CH:10][CH:11]=2)[CH:5]=[CH:4][N:3]=[CH:2]1. Reactant: [N:1]1([C:6]2[CH:11]=[CH:10][C:9]([NH:12][NH2:13])=[CH:8][CH:7]=2)[CH:5]=[CH:4][N:3]=[CH:2]1.[I:14][C:15]1[C:16]([OH:25])=[C:17]([O:23][CH3:24])[CH:18]=[C:19]([CH:22]=1)[CH:20]=O. The catalyst class is: 8. (2) Reactant: [C:1]([C:3]1([C:9]2[CH:10]=[C:11]([CH:16]=[CH:17][CH:18]=2)[C:12]([O:14]C)=[O:13])[CH2:8][CH2:7][O:6][CH2:5][CH2:4]1)#[N:2].O.[OH-].[Li+].CO.O. Product: [C:1]([C:3]1([C:9]2[CH:10]=[C:11]([CH:16]=[CH:17][CH:18]=2)[C:12]([OH:14])=[O:13])[CH2:8][CH2:7][O:6][CH2:5][CH2:4]1)#[N:2]. The catalyst class is: 7. (3) Product: [CH3:36][N:35]([CH3:37])[C:33]([C:30]1[CH:29]=[CH:28][C:27]([O:1][C:2]2[CH:3]=[C:4]([C:5](=[O:6])[NH:7][C:8]3[CH:13]=[N:12][C:11]([CH3:14])=[CH:10][N:9]=3)[CH:15]=[C:16]([O:18][C@H:19]3[CH2:23][CH2:22][N:21]([CH3:24])[C:20]3=[O:25])[CH:17]=2)=[CH:32][N:31]=1)=[O:34]. The catalyst class is: 80. Reactant: [OH:1][C:2]1[CH:3]=[C:4]([CH:15]=[C:16]([O:18][C@H:19]2[CH2:23][CH2:22][N:21]([CH3:24])[C:20]2=[O:25])[CH:17]=1)[C:5]([NH:7][C:8]1[CH:13]=[N:12][C:11]([CH3:14])=[CH:10][N:9]=1)=[O:6].Br[C:27]1[CH:28]=[CH:29][C:30]([C:33]([N:35]([CH3:37])[CH3:36])=[O:34])=[N:31][CH:32]=1.C(=O)([O-])[O-].[Cs+].[Cs+]. (4) Reactant: [N:1]([C:8]([O:10][C:11]([CH3:14])([CH3:13])[CH3:12])=[O:9])([CH3:7])[C@H:2]([C:4]([OH:6])=O)[CH3:3].CN(C(ON1N=NC2C=CC=NC1=2)=[N+](C)C)C.F[P-](F)(F)(F)(F)F.CCN(C(C)C)C(C)C.FC(F)(F)C(O)=O.[NH2:55][C@@H:56]1[C:62](=[O:63])[N:61]([CH2:64][C:65]2[C:74]3[C:69](=[CH:70][C:71]([Br:75])=[CH:72][CH:73]=3)[CH:68]=[CH:67][C:66]=2[O:76][CH3:77])[C:60]2[CH:78]=[CH:79][CH:80]=[CH:81][C:59]=2[NH:58][CH2:57]1. Product: [C:11]([O:10][C:8](=[O:9])[N:1]([C@H:2]([C:4](=[O:6])[NH:55][C@@H:56]1[C:62](=[O:63])[N:61]([CH2:64][C:65]2[C:74]3[C:69](=[CH:70][C:71]([Br:75])=[CH:72][CH:73]=3)[CH:68]=[CH:67][C:66]=2[O:76][CH3:77])[C:60]2[CH:78]=[CH:79][CH:80]=[CH:81][C:59]=2[NH:58][CH2:57]1)[CH3:3])[CH3:7])([CH3:14])([CH3:13])[CH3:12]. The catalyst class is: 3. (5) Reactant: [NH:1]1[CH2:6][CH2:5][CH:4]([CH2:7][C:8]2[CH:16]=[CH:15][C:11]([C:12]([OH:14])=[O:13])=[CH:10][CH:9]=2)[CH2:3][CH2:2]1.C=O.[BH3-][C:20]#N.[Na+]. Product: [CH3:20][N:1]1[CH2:6][CH2:5][CH:4]([CH2:7][C:8]2[CH:16]=[CH:15][C:11]([C:12]([OH:14])=[O:13])=[CH:10][CH:9]=2)[CH2:3][CH2:2]1. The catalyst class is: 5. (6) Reactant: Br[C:2]1[CH:3]=[C:4]2[C@@:15]3([CH2:19][O:18][C:17]([NH2:20])=[N:16]3)[C:14]3[CH:13]=[C:12](Cl)[N:11]=[CH:10][C:9]=3[O:8][C:5]2=[CH:6][CH:7]=1.P([O-])([O-])([O-])=O.[K+].[K+].[K+].C[CH:31]([NH2:39])[CH2:32][C:33]1[CH:38]=[CH:37]C=CC=1.OP(O)(O)=O.[N:45]1[CH:50]=[CH:49][CH:48]=[C:47](B(O)O)[CH:46]=1. Product: [N:45]1[CH:50]=[CH:49][CH:48]=[C:47]([C:12]2[N:11]=[CH:10][C:9]3[O:8][C:5]4[C:4]([C@@:15]5([CH2:19][O:18][C:17]([NH2:20])=[N:16]5)[C:14]=3[CH:13]=2)=[CH:3][C:2]([C:38]2[CH:37]=[N:39][CH:31]=[CH:32][CH:33]=2)=[CH:7][CH:6]=4)[CH:46]=1. The catalyst class is: 38. (7) Reactant: [F:1][C:2]1[CH:28]=[C:27]([NH:29][C:30]([C:32]2([C:35](=[O:44])[NH:36][C:37]3[CH:42]=[CH:41][C:40]([F:43])=[CH:39][CH:38]=3)[CH2:34][CH2:33]2)=[O:31])[CH:26]=[CH:25][C:3]=1[O:4][C:5]1[C:6]2[CH:13]=[C:12]([C:14](O)=[O:15])[N:11]([CH2:17][O:18][CH2:19][CH2:20][Si:21]([CH3:24])([CH3:23])[CH3:22])[C:7]=2[N:8]=[CH:9][N:10]=1.[N:45]1([CH2:51][CH2:52][NH2:53])[CH2:50][CH2:49][O:48][CH2:47][CH2:46]1.CN(C(ON1N=NC2C=CC=NC1=2)=[N+](C)C)C.F[P-](F)(F)(F)(F)F.CN(C=O)C. Product: [F:43][C:40]1[CH:41]=[CH:42][C:37]([NH:36][C:35]([C:32]2([C:30]([NH:29][C:27]3[CH:26]=[CH:25][C:3]([O:4][C:5]4[C:6]5[CH:13]=[C:12]([C:14](=[O:15])[NH:53][CH2:52][CH2:51][N:45]6[CH2:50][CH2:49][O:48][CH2:47][CH2:46]6)[N:11]([CH2:17][O:18][CH2:19][CH2:20][Si:21]([CH3:23])([CH3:22])[CH3:24])[C:7]=5[N:8]=[CH:9][N:10]=4)=[C:2]([F:1])[CH:28]=3)=[O:31])[CH2:33][CH2:34]2)=[O:44])=[CH:38][CH:39]=1. The catalyst class is: 13. (8) Reactant: [C:1]([C:3]1[C:4]2[S:24][C:23]([CH3:25])=[CH:22][C:5]=2[N:6]([C:8]2[CH:17]=[CH:16][C:11]([C:12]([O:14]C)=[O:13])=[C:10]([O:18]COC)[CH:9]=2)[CH:7]=1)#[N:2].O.[OH-].[Li+].Cl. Product: [C:1]([C:3]1[C:4]2[S:24][C:23]([CH3:25])=[CH:22][C:5]=2[N:6]([C:8]2[CH:17]=[CH:16][C:11]([C:12]([OH:14])=[O:13])=[C:10]([OH:18])[CH:9]=2)[CH:7]=1)#[N:2]. The catalyst class is: 738.